This data is from Forward reaction prediction with 1.9M reactions from USPTO patents (1976-2016). The task is: Predict the product of the given reaction. (1) Given the reactants C(N1C(=O)C(COS(C)(=O)=O)=CC(C2C=CC(C(F)(F)F)=CC=2)=N1)C(C)C.[C:28]1([C:49]2[CH:54]=[CH:53][CH:52]=[CH:51][CH:50]=2)[CH:33]=[CH:32][C:31]([C:34]2[CH:35]=[C:36]([C:45]([O:47]C)=[O:46])[C:37](=[O:44])[N:38]([CH2:40][CH:41]([CH3:43])[CH3:42])[N:39]=2)=[CH:30][CH:29]=1, predict the reaction product. The product is: [C:28]1([C:49]2[CH:50]=[CH:51][CH:52]=[CH:53][CH:54]=2)[CH:29]=[CH:30][C:31]([C:34]2[CH:35]=[C:36]([C:45]([OH:47])=[O:46])[C:37](=[O:44])[N:38]([CH2:40][CH:41]([CH3:43])[CH3:42])[N:39]=2)=[CH:32][CH:33]=1. (2) Given the reactants [F:1][C:2]([F:16])([F:15])[C:3]1[CH:4]=[CH:5][C:6]([CH:13]=[CH2:14])=[C:7]([CH:9]([OH:12])C=C)[CH:8]=1, predict the reaction product. The product is: [F:16][C:2]([F:1])([F:15])[C:3]1[CH:8]=[C:7]2[C:6]([CH:13]=[CH:14][CH:9]2[OH:12])=[CH:5][CH:4]=1. (3) Given the reactants Br[C:2]1[N:7]=[C:6]([CH2:8][O:9][CH2:10][C:11]([CH3:14])([OH:13])[CH3:12])[CH:5]=[CH:4][CH:3]=1.[C:15](=[O:25])([O:17][CH2:18][C:19]1[CH:24]=[CH:23][CH:22]=[CH:21][CH:20]=1)[NH2:16].CC1(C)C2C(=C(P(C3C=CC=CC=3)C3C=CC=CC=3)C=CC=2)OC2C(P(C3C=CC=CC=3)C3C=CC=CC=3)=CC=CC1=2.C(=O)([O-])[O-].[Cs+].[Cs+], predict the reaction product. The product is: [OH:13][C:11]([CH3:14])([CH3:12])[CH2:10][O:9][CH2:8][C:6]1[N:7]=[C:2]([NH:16][C:15](=[O:25])[O:17][CH2:18][C:19]2[CH:20]=[CH:21][CH:22]=[CH:23][CH:24]=2)[CH:3]=[CH:4][CH:5]=1. (4) Given the reactants [CH:1]1([C:4]2[CH:9]=[CH:8][C:7]([NH:10][C:11]3[N:16]4[CH:17]=[N:18][CH:19]=[C:15]4[CH:14]=[CH:13][C:12]=3[C:20](O)=[O:21])=[C:6]([F:23])[CH:5]=2)[CH2:3][CH2:2]1.[CH:24]([O:26][CH2:27][CH2:28][O:29][NH2:30])=[CH2:25].C1C=CC2N(O)N=NC=2C=1.CCN=C=NCCCN(C)C.Cl.CCN(C(C)C)C(C)C, predict the reaction product. The product is: [CH:24]([O:26][CH2:27][CH2:28][O:29][NH:30][C:20]([C:12]1[CH:13]=[CH:14][C:15]2[N:16]([CH:17]=[N:18][CH:19]=2)[C:11]=1[NH:10][C:7]1[CH:8]=[CH:9][C:4]([CH:1]2[CH2:2][CH2:3]2)=[CH:5][C:6]=1[F:23])=[O:21])=[CH2:25]. (5) Given the reactants [CH3:1][C:2]1[NH:6][C:5]2[CH:7]=[C:8]([C:11]3[CH:12]=[CH:13][C:14]4[O:20][CH2:19][CH2:18][N:17]([C:21]([N:23]5[CH2:28][CH2:27][CH2:26][CH2:25][CH:24]5[C:29]5[CH:34]=[CH:33][CH:32]=[CH:31][CH:30]=5)=[O:22])[CH2:16][C:15]=4[CH:35]=3)[CH:9]=[CH:10][C:4]=2[N:3]=1, predict the reaction product. The product is: [CH3:1][C:2]1[NH:6][C:5]2[CH:7]=[C:8]([C:11]3[CH:12]=[CH:13][C:14]4[O:20][CH2:19][CH2:18][N:17]([C:21]([N:23]5[CH2:28][CH2:27][CH2:26][CH2:25][C@@H:24]5[C:29]5[CH:34]=[CH:33][CH:32]=[CH:31][CH:30]=5)=[O:22])[CH2:16][C:15]=4[CH:35]=3)[CH:9]=[CH:10][C:4]=2[N:3]=1. (6) Given the reactants [CH2:1]([O:3][P:4](/[CH:9]=[CH:10]/[C:11]1[CH:20]=[CH:19][C:18]2[C:13](=[C:14]([C:22]3[C:31]4[C:26](=[CH:27][CH:28]=[CH:29][CH:30]=4)[CH:25]=[CH:24][CH:23]=3)[CH:15]=[C:16]([NH2:21])[CH:17]=2)[N:12]=1)(=[O:8])[O:5][CH2:6][CH3:7])[CH3:2].[C:32](O)(=[O:39])[C:33]1[CH:38]=[CH:37][CH:36]=[N:35][CH:34]=1.CCN(CC)CC.CCCP(=O)=O, predict the reaction product. The product is: [CH2:1]([O:3][P:4](/[CH:9]=[CH:10]/[C:11]1[CH:20]=[CH:19][C:18]2[C:13](=[C:14]([C:22]3[C:31]4[C:26](=[CH:27][CH:28]=[CH:29][CH:30]=4)[CH:25]=[CH:24][CH:23]=3)[CH:15]=[C:16]([NH:21][C:32]([C:33]3[CH:34]=[N:35][CH:36]=[CH:37][CH:38]=3)=[O:39])[CH:17]=2)[N:12]=1)(=[O:8])[O:5][CH2:6][CH3:7])[CH3:2]. (7) Given the reactants FC(F)(F)S([C:6]1[CH:11]=[CH:10][C:9]([C:12]2([C:25]3[CH:30]=[CH:29][C:28](S(C(F)(F)F)(=O)=O)=[CH:27][CH:26]=3)[C:24]3[CH:23]=[CH:22][CH:21]=[CH:20][C:19]=3[C:18]3[C:13]2=[CH:14][CH:15]=[CH:16][CH:17]=3)=[CH:8][CH:7]=1)(=O)=O.C(=O)([O-])[O-].[Na+].[Na+].[Cl:46][C:47]1[CH:52]=[CH:51][C:50](B(O)O)=[CH:49][CH:48]=1, predict the reaction product. The product is: [Cl:46][C:47]1[CH:52]=[CH:51][C:50]([C:6]2[CH:11]=[CH:10][C:9]([C:12]3([C:25]4[CH:30]=[CH:29][C:28]([C:50]5[CH:51]=[CH:52][C:47]([Cl:46])=[CH:48][CH:49]=5)=[CH:27][CH:26]=4)[C:24]4[CH:23]=[CH:22][CH:21]=[CH:20][C:19]=4[C:18]4[C:13]3=[CH:14][CH:15]=[CH:16][CH:17]=4)=[CH:8][CH:7]=2)=[CH:49][CH:48]=1. (8) Given the reactants [NH2:1][CH:2]1[CH2:8][N:7]([C:9]([O:11][CH2:12][C:13]2[CH:18]=[CH:17][CH:16]=[CH:15][CH:14]=2)=[O:10])[CH2:6][CH2:5][NH:4][C:3]1=O.CSC, predict the reaction product. The product is: [NH2:1][CH:2]1[CH2:8][N:7]([C:9]([O:11][CH2:12][C:13]2[CH:18]=[CH:17][CH:16]=[CH:15][CH:14]=2)=[O:10])[CH2:6][CH2:5][NH:4][CH2:3]1. (9) Given the reactants [C:1]([O:4][CH:5]1[C:9]2=[N:10][CH:11]=[C:12]([NH2:28])[C:13]([N:14]3[CH2:19][CH2:18][CH2:17][C@H:16]([NH:20][C:21]([O:23][C:24]([CH3:27])([CH3:26])[CH3:25])=[O:22])[CH2:15]3)=[C:8]2[CH2:7][CH2:6]1)(=[O:3])[CH3:2].[NH2:29][C:30]1[C:31]([C:45](O)=[O:46])=[N:32][C:33]([C:37]2[C:42]([F:43])=[CH:41][CH:40]=[CH:39][C:38]=2[F:44])=[C:34]([F:36])[CH:35]=1.CN(C(ON1N=NC2C=CC=NC1=2)=[N+](C)C)C.F[P-](F)(F)(F)(F)F.CCN(C(C)C)C(C)C, predict the reaction product. The product is: [C:1]([O:4][CH:5]1[C:9]2=[N:10][CH:11]=[C:12]([NH:28][C:45]([C:31]3[C:30]([NH2:29])=[CH:35][C:34]([F:36])=[C:33]([C:37]4[C:38]([F:44])=[CH:39][CH:40]=[CH:41][C:42]=4[F:43])[N:32]=3)=[O:46])[C:13]([N:14]3[CH2:19][CH2:18][CH2:17][C@H:16]([NH:20][C:21]([O:23][C:24]([CH3:27])([CH3:26])[CH3:25])=[O:22])[CH2:15]3)=[C:8]2[CH2:7][CH2:6]1)(=[O:3])[CH3:2]. (10) Given the reactants [C:1]1([CH3:33])[CH:6]=[CH:5][C:4]([N:7]([CH:15]2[CH2:20][CH2:19][N:18]([CH2:21][CH2:22][C:23]3([CH2:29][C:30](O)=[O:31])[CH2:28][CH2:27][CH2:26][CH2:25][CH2:24]3)[CH2:17][CH2:16]2)[C:8]([C:10]2[O:11][CH:12]=[CH:13][CH:14]=2)=[O:9])=[CH:3][CH:2]=1.C(Cl)(=O)C(Cl)=O.[C:40]([O:49][CH3:50])(=[O:48])[C:41]1[C:42](=[CH:44][CH:45]=[CH:46][CH:47]=1)[NH2:43].C(N(CC)CC)C, predict the reaction product. The product is: [C:1]1([CH3:33])[CH:6]=[CH:5][C:4]([N:7]([CH:15]2[CH2:20][CH2:19][N:18]([CH2:21][CH2:22][C:23]3([CH2:29][C:30]([NH:43][C:42]4[CH:44]=[CH:45][CH:46]=[CH:47][C:41]=4[C:40]([O:49][CH3:50])=[O:48])=[O:31])[CH2:28][CH2:27][CH2:26][CH2:25][CH2:24]3)[CH2:17][CH2:16]2)[C:8]([C:10]2[O:11][CH:12]=[CH:13][CH:14]=2)=[O:9])=[CH:3][CH:2]=1.